Predict the reaction yield, written as a fraction of the theoretical maximum amount of product (1.0 means a 100% yield; for example, 0.34 means a 34% yield). From a dataset of Reaction yield outcomes from USPTO patents with 853,638 reactions. The reactants are [S:1]1[C:5]2[CH:6]=[CH:7][C:8]([NH:10][C:11]3[CH:16]=[N:15][CH:14]=[C:13](Cl)[N:12]=3)=[CH:9][C:4]=2[N:3]=[CH:2]1.[N:18]1[CH:23]=[CH:22][C:21](B(O)O)=[CH:20][CH:19]=1.C(=O)([O-])[O-].[Na+].[Na+]. The catalyst is COCCOC.O.C1C=CC([P]([Pd]([P](C2C=CC=CC=2)(C2C=CC=CC=2)C2C=CC=CC=2)([P](C2C=CC=CC=2)(C2C=CC=CC=2)C2C=CC=CC=2)[P](C2C=CC=CC=2)(C2C=CC=CC=2)C2C=CC=CC=2)(C2C=CC=CC=2)C2C=CC=CC=2)=CC=1. The product is [N:18]1[CH:23]=[CH:22][C:21]([C:13]2[N:12]=[C:11]([NH:10][C:8]3[CH:7]=[CH:6][C:5]4[S:1][CH:2]=[N:3][C:4]=4[CH:9]=3)[CH:16]=[N:15][CH:14]=2)=[CH:20][CH:19]=1. The yield is 0.500.